From a dataset of Reaction yield outcomes from USPTO patents with 853,638 reactions. Predict the reaction yield, written as a fraction of the theoretical maximum amount of product (1.0 means a 100% yield; for example, 0.34 means a 34% yield). (1) The reactants are [Cl:1][C:2]1[CH:3]=[C:4]([C@@H:12]([CH2:16][CH:17]2[CH2:21][CH2:20][CH2:19][CH2:18]2)[C:13]([OH:15])=O)[CH:5]=[CH:6][C:7]=1[S:8]([CH3:11])(=[O:10])=[O:9].C(Cl)(=O)C(Cl)=O.[NH:28]1[CH:35]=[CH:34][C:32]([NH2:33])=[N:31][C:29]1=[O:30].N1C=CC=CC=1. The product is [Cl:1][C:2]1[CH:3]=[C:4]([C@@H:12]([CH2:16][CH:17]2[CH2:21][CH2:20][CH2:19][CH2:18]2)[C:13]([NH:33][C:32]2[CH:34]=[CH:35][NH:28][C:29](=[O:30])[N:31]=2)=[O:15])[CH:5]=[CH:6][C:7]=1[S:8]([CH3:11])(=[O:9])=[O:10]. The yield is 0.570. The catalyst is C(Cl)Cl.CN(C)C=O.O. (2) The reactants are FC(F)(F)C(O)=O.[CH2:8]([O:10][C:11]([C:13]1[CH2:30][N:17]2[CH2:18][CH2:19][C:20]3[C:25]([CH:16]2[CH2:15][C:14]=1[NH2:31])=[CH:24][C:23]([O:26][CH3:27])=[C:22]([O:28][CH3:29])[CH:21]=3)=[O:12])[CH3:9].[BH4-].[Na+].[CH:34](=O)[C:35]1[CH:40]=[CH:39][CH:38]=[CH:37][CH:36]=1.C([BH3-])#N.[Na+]. The catalyst is O1CCCC1.C(O)(=O)C. The product is [CH2:8]([O:10][C:11]([CH:13]1[CH2:30][N:17]2[CH2:18][CH2:19][C:20]3[C:25]([CH:16]2[CH2:15][CH:14]1[NH:31][CH2:34][C:35]1[CH:40]=[CH:39][CH:38]=[CH:37][CH:36]=1)=[CH:24][C:23]([O:26][CH3:27])=[C:22]([O:28][CH3:29])[CH:21]=3)=[O:12])[CH3:9]. The yield is 0.510. (3) The reactants are [CH3:1][Si:2]([CH3:35])([CH3:34])[CH2:3][CH2:4][O:5][CH2:6][N:7]1[C:11]2[N:12]=[CH:13][N:14]=[C:15]([C:16]3[CH:17]=[N:18][N:19]([CH:21]([CH2:28][C:29](OCC)=[O:30])[CH2:22][C:23](OCC)=[O:24])[CH:20]=3)[C:10]=2[CH:9]=[CH:8]1.[AlH4-].[Li+]. The catalyst is C1COCC1. The product is [CH3:35][Si:2]([CH3:1])([CH3:34])[CH2:3][CH2:4][O:5][CH2:6][N:7]1[C:11]2[N:12]=[CH:13][N:14]=[C:15]([C:16]3[CH:17]=[N:18][N:19]([CH:21]([CH2:22][CH2:23][OH:24])[CH2:28][CH2:29][OH:30])[CH:20]=3)[C:10]=2[CH:9]=[CH:8]1. The yield is 0.760. (4) The yield is 0.550. The catalyst is S(=O)(=O)(O)O. The product is [N+:12]([C:3]1[C:2](=[O:11])[NH:1][C:10]2[CH2:9][CH2:8][CH2:7][CH2:6][C:5]=2[CH:4]=1)([O-:14])=[O:13]. The reactants are [NH:1]1[C:10]2[CH2:9][CH2:8][CH2:7][CH2:6][C:5]=2[CH:4]=[CH:3][C:2]1=[O:11].[N+:12]([O-])([OH:14])=[O:13]. (5) The reactants are C[O:2][C:3]1[CH:8]=[CH:7][C:6]([C:9]2[S:10][CH:11]=[CH:12][N:13]=2)=[CH:5][CH:4]=1.B(Br)(Br)Br. The catalyst is C(Cl)Cl. The product is [S:10]1[CH:11]=[CH:12][N:13]=[C:9]1[C:6]1[CH:7]=[CH:8][C:3]([OH:2])=[CH:4][CH:5]=1. The yield is 0.840. (6) The reactants are [N:1]1[CH:6]=[CH:5][C:4]([CH2:7][CH2:8][C:9](=O)[CH3:10])=[CH:3][CH:2]=1.C(=O)([O-])[O-].[Na+].[Na+].Cl.[NH2:19][OH:20].C(=O)([O-])O.[Na+]. The catalyst is C(OCC)(=O)C.O1CCCC1.O. The product is [N:1]1[CH:6]=[CH:5][C:4]([CH2:7][CH2:8][C:9](=[N:19][OH:20])[CH3:10])=[CH:3][CH:2]=1. The yield is 0.900. (7) The reactants are [F:1][C:2]1[CH:7]=[CH:6][C:5]([NH:8][C:9]2[N:17]=[C:16]([NH:18][NH2:19])[N:15]=[C:14]3[C:10]=2[N:11]=[CH:12][N:13]3[CH3:20])=[CH:4][CH:3]=1.[CH3:21][C:22](=O)[CH2:23][C:24](=O)[CH3:25].O. The catalyst is C(O)C. The product is [CH3:21][C:22]1[CH:23]=[C:24]([CH3:25])[N:18]([C:16]2[N:15]=[C:14]3[C:10]([N:11]=[CH:12][N:13]3[CH3:20])=[C:9]([NH:8][C:5]3[CH:6]=[CH:7][C:2]([F:1])=[CH:3][CH:4]=3)[N:17]=2)[N:19]=1. The yield is 1.00. (8) The reactants are [Br:1][C:2]1[CH:3]=[C:4]([CH:8]=[CH:9][C:10]=1[CH3:11])[C:5](O)=[O:6].C(Cl)CCl.C1C=[N:20]C2N(O)N=NC=2C=1.[Cl-].[NH4+].C(N(C(C)C)CC)(C)C. The catalyst is CN(C=O)C.O. The product is [Br:1][C:2]1[CH:3]=[C:4]([CH:8]=[CH:9][C:10]=1[CH3:11])[C:5]([NH2:20])=[O:6]. The yield is 0.280. (9) The reactants are I[C:2]1[CH:7]=[C:6]([CH3:8])[C:5]([C:9]2[N:10]=[C:11]([NH:14][C:15](=[O:22])[C:16]3[CH:21]=[CH:20][N:19]=[CH:18][CH:17]=3)[S:12][CH:13]=2)=[C:4]([CH3:23])[CH:3]=1.[CH3:24][O:25][CH2:26][CH2:27][O:28][C:29]1[N:30]=[CH:31][C:32]([SH:35])=[N:33][CH:34]=1.C(=O)([O-])[O-].[K+].[K+]. The catalyst is CN(C=O)C.[Cu](I)I. The product is [CH3:24][O:25][CH2:26][CH2:27][O:28][C:29]1[N:30]=[CH:31][C:32]([S:35][C:2]2[CH:7]=[C:6]([CH3:8])[C:5]([C:9]3[N:10]=[C:11]([NH:14][C:15](=[O:22])[C:16]4[CH:21]=[CH:20][N:19]=[CH:18][CH:17]=4)[S:12][CH:13]=3)=[C:4]([CH3:23])[CH:3]=2)=[N:33][CH:34]=1. The yield is 0.590. (10) The reactants are [NH:1]1[C:9]2[C:4](=[CH:5][CH:6]=[CH:7][CH:8]=2)[CH:3]=[N:2]1.[I:10]I.[OH-].[K+]. The catalyst is CN(C=O)C.C(OCC)(=O)C. The product is [I:10][C:3]1[C:4]2[C:9](=[CH:8][CH:7]=[CH:6][CH:5]=2)[NH:1][N:2]=1. The yield is 0.970.